Dataset: Reaction yield outcomes from USPTO patents with 853,638 reactions. Task: Predict the reaction yield, written as a fraction of the theoretical maximum amount of product (1.0 means a 100% yield; for example, 0.34 means a 34% yield). The reactants are [OH:1][CH:2]1[CH2:6][CH2:5][O:4][C:3]1=O.[F:8][C:9]1[CH:15]=[CH:14][C:12]([NH2:13])=[CH:11][CH:10]=1.[OH-].[Na+]. The catalyst is ClCCl. The product is [F:8][C:9]1[CH:15]=[CH:14][C:12]([N:13]2[CH2:5][CH2:6][CH:2]([OH:1])[C:3]2=[O:4])=[CH:11][CH:10]=1. The yield is 0.710.